Task: Binary Classification. Given a miRNA mature sequence and a target amino acid sequence, predict their likelihood of interaction.. Dataset: Experimentally validated miRNA-target interactions with 360,000+ pairs, plus equal number of negative samples (1) The miRNA is mmu-miR-3057-5p with sequence AUUGGAGCUGAGAUUCUGCGGGAU. The protein sequence of the target gene is MGGAVSAGEDNDDLIDNLKEAQYIRTERVEQAFRAIDRGDYYLEGYRDNAYKDLAWKHGNIHLSAPCIYSEVMEALKLQPGLSFLNLGSGTGYLSTMVGLILGPFGINHGIELHSDVVEYAKEKLESFIKNSDSFDKFEFCEPAFVVGNCLQIASDSHQYDRIYCGAGVQKDHENYMKILLKVGGILVMPIEDQLTQIMRTGQNTWESKNILAVSFAPLVQPSKNDNGTPDSVGLPPCAVRNLQDLARIYIRRTLRNFINDEMQAKGIPQRAPPKRKRKRVKQRINTYVFVGNQLIPQPL.... Result: 0 (no interaction). (2) The miRNA is hsa-miR-4302 with sequence CCAGUGUGGCUCAGCGAG. The protein sequence of the target gene is MRLPWELLVLQSFMLCLADDYTLHGPVFVQEPSHVMFPLDSEEKKVKLSCEVKGNPKPHIRWKINGTDVDIGMDFRYSVVDGSLLINNPNKTQDAGTYQCIATNSFGTIVSREAKLQFAYLENFKTRTRSTVSVRRGQGMVLLCGPPPHSGELSYAWIFNEYPSYQDNRRFVSQETGNLYIAKVEKSDVGNYTCVVTNTVTNHKVLGPPTPLILRNDGVMGEYEPKIEVQFPETVPAEKGTTVKLECFALGNPVPTILWRRADGKPIARKARRHKSNGILEIPNFQQEDAGSYECVAENS.... Result: 0 (no interaction). (3) The miRNA is hsa-miR-4766-3p with sequence AUAGCAAUUGCUCUUUUGGAA. The protein sequence of the target gene is MWSCSWFNGTGLVEELPACQDLQLGLSLLSLLGLVVGVPVGLCYNALLVLANLHSKASMTMPDVYFVNMAVAGLVLSALAPVHLLGPPSSRWALWSVGGEVHVALQIPFNVSSLVAMYSTALLSLDHYIERALPRTYMASVYNTRHVCGFVWGGALLTSFSSLLFYICSHVSTRALECAKMQNAEAADATLVFIGYVVPALATLYALVLLSRVRREDTPLDRDTGRLEPSAHRLLVATVCTQFGLWTPHYLILLGHTVIISRGKPVDAHYLGLLHFVKDFSKLLAFSSSFVTPLLYRYMN.... Result: 0 (no interaction). (4) The miRNA is rno-miR-138-5p with sequence AGCUGGUGUUGUGAAUCAGGCCG. The protein sequence of the target gene is MMDLELPPPGLQSQQDMDLIDILWRQDIDLGVSREVFDFSQRQKDYELEKQKKLEKERQEQLQKEQEKAFFAQFQLDEETGEFLPIQPAQHIQTDTSGSASYSQVAHIPKQDALYFEDCMQLLAETFPFVDDHESLALDIPSHAESSVFTAPHQAQSLNSSLEAAMTDLSSIEQDMEQVWQELFSIPELQCLNTENKQLADTTAVPSPEATLTEMDSNYHFYSSISSLEKEVGNCGPHFLHGFEDSFSSILSTDDASQLTSLDSNPTLNTDFGDEFYSAFIAEPSDGGSMPSSAAISQSL.... Result: 0 (no interaction). (5) Result: 1 (interaction). The protein sequence of the target gene is MTFGRGGAASVVLNVGGARYSLSRELLKDFPLRRVSRLHGCRSERDVLEVCDDYDRERNEYFFDRHSEAFGFILLYVRGHGKLRFAPRMCELSFYNEMIYWGLEGAHLEYCCQRRLDDRMSDTHTFHAADELGREQPRPAGPEAAPSRRWLERMRRTFEEPTSSLAAQILASVSVVFVIVSMVVLCASTLPDWRAAVADNRSLDDRSRYSASPGREPSGIIEAICIGWFTAECIVRFIVSKNKCEFVKRPLNIIDLLAITPYYISVLMTVFTGENSQLQRAGVTLRVLRMMRIFWVIKLA.... The miRNA is mmu-miR-467f with sequence AUAUACACACACACACCUACA.